This data is from Forward reaction prediction with 1.9M reactions from USPTO patents (1976-2016). The task is: Predict the product of the given reaction. (1) Given the reactants [O:1]=[C:2]1[C:7]2[O:8][C:9]([C:17]3[CH:22]=[CH:21][C:20]([C:23]4([NH:27][C:28](=[O:34])[O:29][C:30]([CH3:33])([CH3:32])[CH3:31])[CH2:26][CH2:25][CH2:24]4)=[CH:19][CH:18]=3)=[C:10]([C:11]3[CH:16]=[CH:15][CH:14]=[CH:13][CH:12]=3)[C:6]=2[CH:5]=[CH:4][NH:3]1.C(=O)([O-])[O-].[K+].[K+].[F:41][CH2:42][CH2:43]I, predict the reaction product. The product is: [F:41][CH2:42][CH2:43][N:3]1[CH:4]=[CH:5][C:6]2[C:10]([C:11]3[CH:12]=[CH:13][CH:14]=[CH:15][CH:16]=3)=[C:9]([C:17]3[CH:22]=[CH:21][C:20]([C:23]4([NH:27][C:28](=[O:34])[O:29][C:30]([CH3:31])([CH3:33])[CH3:32])[CH2:24][CH2:25][CH2:26]4)=[CH:19][CH:18]=3)[O:8][C:7]=2[C:2]1=[O:1]. (2) The product is: [Br:12][C:10]1[CH:9]=[N:8][CH:7]=[C:6]([C:1]#[C:2][CH2:3][CH3:4])[CH:11]=1. Given the reactants [CH:1]#[C:2][CH2:3][CH3:4].Br[C:6]1[CH:7]=[N:8][CH:9]=[C:10]([Br:12])[CH:11]=1, predict the reaction product. (3) Given the reactants Cl[C:2]1[C:11]2[C:6](=[CH:7][CH:8]=[CH:9][CH:10]=2)[C:5](=[O:12])[NH:4][N:3]=1.[CH3:13][C:14]([S-:17])([CH3:16])[CH3:15].[Na+].C([O-])([O-])=O.[K+].[K+], predict the reaction product. The product is: [C:14]([S:17][C:2]1[C:11]2[C:6](=[CH:7][CH:8]=[CH:9][CH:10]=2)[C:5](=[O:12])[NH:4][N:3]=1)([CH3:16])([CH3:15])[CH3:13]. (4) Given the reactants Cl[CH2:2][C:3]([N:5]1[CH2:10][CH2:9][N:8]([C:11]2[CH:16]=[CH:15][C:14]([Cl:17])=[C:13]([O:18][CH3:19])[CH:12]=2)[CH2:7][CH2:6]1)=[O:4].[O:20]1[C:24]2[CH:25]=[CH:26][CH:27]=[CH:28][C:23]=2[NH:22][C:21]1=[O:29].C([O-])([O-])=O.[K+].[K+], predict the reaction product. The product is: [Cl:17][C:14]1[CH:15]=[CH:16][C:11]([N:8]2[CH2:9][CH2:10][N:5]([C:3](=[O:4])[CH2:2][N:22]3[C:23]4[CH:28]=[CH:27][CH:26]=[CH:25][C:24]=4[O:20][C:21]3=[O:29])[CH2:6][CH2:7]2)=[CH:12][C:13]=1[O:18][CH3:19]. (5) The product is: [C:1]1([C:7]2[O:11][C:10]([NH:12][C:13]3[CH:14]=[CH:15][CH:16]=[C:17]4[C:22]=3[CH2:21][CH:20]([OH:23])[CH2:19][CH2:18]4)=[N:9][CH:8]=2)[CH:2]=[CH:3][CH:4]=[CH:5][CH:6]=1. Given the reactants [C:1]1([C:7]2[O:11][C:10]([NH:12][C:13]3[CH:14]=[CH:15][CH:16]=[C:17]4[C:22]=3[CH2:21][C:20](=[O:23])[CH2:19][CH2:18]4)=[N:9][CH:8]=2)[CH:6]=[CH:5][CH:4]=[CH:3][CH:2]=1.FC(F)(F)C1C=CC(C2OC(NC3C=CC=C4C=3CC(=O)CC4)=NC=2)=CC=1, predict the reaction product. (6) The product is: [Cl:43][C:44]1[CH:50]=[CH:49][C:47]([NH:48][C:5]([C:7]2[C:12](=[O:13])[N:11]([CH2:14][C:15]3[CH:20]=[CH:19][C:18]([O:21][CH2:22][CH2:23][CH2:24][CH2:25][O:26][CH2:27][C@H:28]([OH:29])[CH2:32][OH:31])=[C:17]([F:35])[C:16]=3[F:36])[N:10]3[CH2:37][CH2:38][CH2:39][C@:9]3([CH3:40])[C:8]=2[OH:41])=[O:4])=[C:46]([C:51]2[CH:52]=[N:53][C:54]([C:57]([F:60])([F:58])[F:59])=[CH:55][CH:56]=2)[CH:45]=1. Given the reactants CC(C)C[O:4][C:5]([C:7]1[C:12](=[O:13])[N:11]([CH2:14][C:15]2[CH:20]=[CH:19][C:18]([O:21][CH2:22][CH2:23][CH2:24][CH2:25][O:26][CH2:27][C@H:28]3[CH2:32][O:31]C(C)(C)[O:29]3)=[C:17]([F:35])[C:16]=2[F:36])[N:10]2[CH2:37][CH2:38][CH2:39][C@:9]2([CH3:40])[C:8]=1[OH:41])=O.[Cl:43][C:44]1[CH:50]=[CH:49][C:47]([NH2:48])=[C:46]([C:51]2[CH:52]=[N:53][C:54]([C:57]([F:60])([F:59])[F:58])=[CH:55][CH:56]=2)[CH:45]=1, predict the reaction product. (7) Given the reactants [CH3:1][O:2][C:3]1[CH:4]=[C:5]2[C:10](=[CH:11][C:12]=1[O:13][CH3:14])[N:9]=[CH:8][N:7]=[C:6]2[N:15]1[CH2:20][CH2:19][C:18]2[NH:21][N:22]=[C:23]([C:24]([O:26][CH2:27][CH3:28])=[O:25])[C:17]=2[CH2:16]1.I[CH2:30][CH3:31], predict the reaction product. The product is: [CH3:1][O:2][C:3]1[CH:4]=[C:5]2[C:10](=[CH:11][C:12]=1[O:13][CH3:14])[N:9]=[CH:8][N:7]=[C:6]2[N:15]1[CH2:20][CH2:19][C:18]2[N:21]([CH2:30][CH3:31])[N:22]=[C:23]([C:24]([O:26][CH2:27][CH3:28])=[O:25])[C:17]=2[CH2:16]1. (8) Given the reactants [F:1][CH:2]([F:24])[C:3]1[N:8]2[N:9]=[CH:10][C:11]([C:12]#[CH:13])=[C:7]2[N:6]=[C:5]([C:14]2[CH:19]=[CH:18][C:17]([C:20]([F:23])([F:22])[F:21])=[CH:16][CH:15]=2)[CH:4]=1.Br[C:26]1[CH:27]=[CH:28][C:29]([CH3:36])=[C:30]([S:32]([NH2:35])(=[O:34])=[O:33])[CH:31]=1, predict the reaction product. The product is: [F:24][CH:2]([F:1])[C:3]1[N:8]2[N:9]=[CH:10][C:11]([C:12]#[C:13][C:26]3[CH:27]=[CH:28][C:29]([CH3:36])=[C:30]([S:32]([NH2:35])(=[O:33])=[O:34])[CH:31]=3)=[C:7]2[N:6]=[C:5]([C:14]2[CH:19]=[CH:18][C:17]([C:20]([F:23])([F:22])[F:21])=[CH:16][CH:15]=2)[CH:4]=1. (9) The product is: [CH3:20][C:2]1([CH3:1])[C:6]([CH3:7])([CH3:8])[O:5][B:4]([C:9]2[CH2:19][CH2:11][C:14]([C:33]([O:35][CH3:36])=[O:34])=[CH:13][CH:15]=2)[O:3]1. Given the reactants [CH3:1][C:2]1([CH3:20])[C:6]([CH3:8])([CH3:7])[O:5][B:4]([C:9]2[CH2:19][C:11]3([CH2:14][CH:13]([C:15](OC)=O)C3)C=2)[O:3]1.FC(F)(F)S(OC1CCC([C:33]([O:35][CH3:36])=[O:34])=CC=1)(=O)=O, predict the reaction product. (10) Given the reactants [H-].[Na+].[F:3][C:4]1[CH:5]=[C:6]([N:10]2[CH2:14][CH2:13][CH:12]([O:15][C:16]3[CH:21]=[CH:20][C:19]([CH:22]4[CH:27]([O:28][CH2:29][C:30]5[CH:31]=[CH:32][C:33]6[O:38][CH2:37][CH2:36][N:35]([CH2:39][CH2:40][CH2:41][O:42][CH3:43])[C:34]=6[CH:44]=5)[CH2:26][N:25]([S:45]([C:48]5[CH:53]=[CH:52][C:51]([CH3:54])=[CH:50][CH:49]=5)(=[O:47])=[O:46])[CH2:24][CH:23]4[OH:55])=[CH:18][CH:17]=3)[CH2:11]2)[CH:7]=[CH:8][CH:9]=1.[CH3:56][N:57]([S:71]([C:74]1[CH:79]=[CH:78][C:77]([CH3:80])=[CH:76][CH:75]=1)(=[O:73])=[O:72])[CH2:58][CH2:59]OS(C1C=CC(C)=CC=1)(=O)=O, predict the reaction product. The product is: [F:3][C:4]1[CH:5]=[C:6]([N:10]2[CH2:14][CH2:13][CH:12]([O:15][C:16]3[CH:17]=[CH:18][C:19]([CH:22]4[CH:27]([O:28][CH2:29][C:30]5[CH:31]=[CH:32][C:33]6[O:38][CH2:37][CH2:36][N:35]([CH2:39][CH2:40][CH2:41][O:42][CH3:43])[C:34]=6[CH:44]=5)[CH2:26][N:25]([S:45]([C:48]5[CH:53]=[CH:52][C:51]([CH3:54])=[CH:50][CH:49]=5)(=[O:47])=[O:46])[CH2:24][CH:23]4[O:55][CH2:59][CH2:58][N:57]([CH3:56])[S:71]([C:74]4[CH:79]=[CH:78][C:77]([CH3:80])=[CH:76][CH:75]=4)(=[O:73])=[O:72])=[CH:20][CH:21]=3)[CH2:11]2)[CH:7]=[CH:8][CH:9]=1.